This data is from KCNQ2 potassium channel screen with 302,405 compounds. The task is: Binary Classification. Given a drug SMILES string, predict its activity (active/inactive) in a high-throughput screening assay against a specified biological target. (1) The molecule is S=C(N1CCCC1)c1c(OCC)cc(OCC)cc1. The result is 0 (inactive). (2) The compound is FC(F)(F)c1ccc(C(=O)c2cc([nH]c2)C(=O)NCCCn2ccnc2)cc1. The result is 0 (inactive). (3) The drug is O=C(NC(C(C)C)C(=O)Nc1cc(ccc1)C)C1NCc2c(C1)cccc2. The result is 0 (inactive).